From a dataset of NCI-60 drug combinations with 297,098 pairs across 59 cell lines. Regression. Given two drug SMILES strings and cell line genomic features, predict the synergy score measuring deviation from expected non-interaction effect. (1) Drug 1: CC1C(C(CC(O1)OC2CC(CC3=C2C(=C4C(=C3O)C(=O)C5=C(C4=O)C(=CC=C5)OC)O)(C(=O)C)O)N)O.Cl. Drug 2: COCCOC1=C(C=C2C(=C1)C(=NC=N2)NC3=CC=CC(=C3)C#C)OCCOC.Cl. Cell line: NCI-H226. Synergy scores: CSS=11.5, Synergy_ZIP=-0.799, Synergy_Bliss=6.08, Synergy_Loewe=-4.16, Synergy_HSA=5.36. (2) Drug 1: C1=CC(=CC=C1CC(C(=O)O)N)N(CCCl)CCCl.Cl. Drug 2: C1C(C(OC1N2C=NC(=NC2=O)N)CO)O. Cell line: HOP-62. Synergy scores: CSS=28.4, Synergy_ZIP=2.83, Synergy_Bliss=5.98, Synergy_Loewe=-0.663, Synergy_HSA=4.39. (3) Drug 1: C1C(C(OC1N2C=NC3=C(N=C(N=C32)Cl)N)CO)O. Drug 2: C1CN(P(=O)(OC1)NCCCl)CCCl. Cell line: SK-MEL-5. Synergy scores: CSS=29.7, Synergy_ZIP=0.950, Synergy_Bliss=2.64, Synergy_Loewe=-69.3, Synergy_HSA=2.04. (4) Drug 1: COC1=CC(=CC(=C1O)OC)C2C3C(COC3=O)C(C4=CC5=C(C=C24)OCO5)OC6C(C(C7C(O6)COC(O7)C8=CC=CS8)O)O. Drug 2: CC1CCC2CC(C(=CC=CC=CC(CC(C(=O)C(C(C(=CC(C(=O)CC(OC(=O)C3CCCCN3C(=O)C(=O)C1(O2)O)C(C)CC4CCC(C(C4)OC)O)C)C)O)OC)C)C)C)OC. Cell line: UACC-257. Synergy scores: CSS=14.6, Synergy_ZIP=-3.21, Synergy_Bliss=1.25, Synergy_Loewe=0.707, Synergy_HSA=0.672. (5) Drug 1: CNC(=O)C1=CC=CC=C1SC2=CC3=C(C=C2)C(=NN3)C=CC4=CC=CC=N4. Drug 2: CC=C1C(=O)NC(C(=O)OC2CC(=O)NC(C(=O)NC(CSSCCC=C2)C(=O)N1)C(C)C)C(C)C. Cell line: SK-OV-3. Synergy scores: CSS=16.1, Synergy_ZIP=-2.17, Synergy_Bliss=-3.57, Synergy_Loewe=-61.3, Synergy_HSA=-4.82. (6) Drug 1: CCCS(=O)(=O)NC1=C(C(=C(C=C1)F)C(=O)C2=CNC3=C2C=C(C=N3)C4=CC=C(C=C4)Cl)F. Drug 2: CC12CCC3C(C1CCC2O)C(CC4=C3C=CC(=C4)O)CCCCCCCCCS(=O)CCCC(C(F)(F)F)(F)F. Cell line: BT-549. Synergy scores: CSS=4.50, Synergy_ZIP=0.871, Synergy_Bliss=6.45, Synergy_Loewe=3.04, Synergy_HSA=3.82.